This data is from Forward reaction prediction with 1.9M reactions from USPTO patents (1976-2016). The task is: Predict the product of the given reaction. (1) Given the reactants [NH2:1][C:2]1[S:6][N:5]=[C:4]([CH3:7])[C:3]=1[C:8]([NH:10][C:11]1[CH:16]=[CH:15][C:14]([Cl:17])=[C:13]([F:18])[CH:12]=1)=[O:9].I[C:20]1[CH:25]=[C:24]([C:26]#[N:27])[CH:23]=[CH:22][N:21]=1.C(=O)([O-])[O-].[Cs+].[Cs+].CC1(C)C2C(=C(P(C3C=CC=CC=3)C3C=CC=CC=3)C=CC=2)OC2C(P(C3C=CC=CC=3)C3C=CC=CC=3)=CC=CC1=2, predict the reaction product. The product is: [Cl:17][C:14]1[CH:15]=[CH:16][C:11]([NH:10][C:8]([C:3]2[C:4]([CH3:7])=[N:5][S:6][C:2]=2[NH:1][C:20]2[CH:25]=[C:24]([C:26]#[N:27])[CH:23]=[CH:22][N:21]=2)=[O:9])=[CH:12][C:13]=1[F:18]. (2) Given the reactants Br[C:2]1[C:3]([C:9]([F:12])([F:11])[F:10])=[CH:4][C:5]([Cl:8])=[N:6][CH:7]=1.[CH3:13][C:14]([CH3:19])([CH3:18])[C:15]([NH2:17])=[O:16].C([O-])([O-])=O.[K+].[K+], predict the reaction product. The product is: [Cl:8][C:5]1[N:6]=[CH:7][C:2]([NH:17][C:15](=[O:16])[C:14]([CH3:19])([CH3:18])[CH3:13])=[C:3]([C:9]([F:12])([F:11])[F:10])[CH:4]=1. (3) Given the reactants [CH3:1][N:2]1[C:6]([C:7]([OH:9])=O)=[CH:5][C:4]([NH:10][CH2:11][C:12]2[C:13]([C:18]3[CH:23]=[CH:22][CH:21]=[CH:20][N:19]=3)=[N:14][O:15][C:16]=2[CH3:17])=[N:3]1.CN(C(O[N:32]1N=N[C:34]2C=CC=[CH:38][C:33]1=2)=[N+](C)C)C.[B-](F)(F)(F)F.C(N(CC)C(C)C)(C)C.C(N)(C)C, predict the reaction product. The product is: [CH:33]([NH:32][C:7]([C:6]1[N:2]([CH3:1])[N:3]=[C:4]([NH:10][CH2:11][C:12]2[C:13]([C:18]3[CH:23]=[CH:22][CH:21]=[CH:20][N:19]=3)=[N:14][O:15][C:16]=2[CH3:17])[CH:5]=1)=[O:9])([CH3:38])[CH3:34]. (4) Given the reactants [I:1][C:2]1[C:15]2[CH2:14][C:13]3[C:8](=[CH:9][CH:10]=[CH:11][CH:12]=3)[NH:7][C:6]=2[C:5]([C:16]([O:18][CH3:19])=[O:17])=[CH:4][CH:3]=1.C(=O)([O-])[O-].[Na+].[Na+], predict the reaction product. The product is: [I:1][C:2]1[C:15]2[C:6](=[N:7][C:8]3[C:13]([CH:14]=2)=[CH:12][CH:11]=[CH:10][CH:9]=3)[C:5]([C:16]([O:18][CH3:19])=[O:17])=[CH:4][CH:3]=1. (5) Given the reactants C1([Si](OC)(OC)OC)C=CC=CC=1.C(O[Si](OCC)(OCC)OCC)C.C[Si](OCC)(OCC)OCC.[C:38]([O-:45])(=[O:44])/[CH:39]=[CH:40]\[C:41]([O-:43])=[O:42].CO[Si](CCC[NH+:56](C)C)(OC)OC.CO[Si](CCC[NH+:69](C)C)(OC)OC.Cl.C(OCC(O)C)C, predict the reaction product. The product is: [C:38]([O-:45])(=[O:44])/[CH:39]=[CH:40]\[C:41]([O-:43])=[O:42].[NH4+:56].[NH4+:69]. (6) Given the reactants [OH:1][CH2:2][C@@H:3]1[CH2:12][C:11]2[C:6](=[CH:7][CH:8]=[CH:9][CH:10]=2)[CH2:5][N:4]1[C:13]([C:15]1[CH:20]=[C:19]([N+:21]([O-:23])=[O:22])[CH:18]=[CH:17][C:16]=1[N:24]1[C:28]([CH3:29])=[CH:27][C:26]([C:30]([O:32]CC)=[O:31])=[N:25]1)=[O:14].O.[OH-].[Li+], predict the reaction product. The product is: [OH:1][CH2:2][C@@H:3]1[CH2:12][C:11]2[C:6](=[CH:7][CH:8]=[CH:9][CH:10]=2)[CH2:5][N:4]1[C:13]([C:15]1[CH:20]=[C:19]([N+:21]([O-:23])=[O:22])[CH:18]=[CH:17][C:16]=1[N:24]1[C:28]([CH3:29])=[CH:27][C:26]([C:30]([OH:32])=[O:31])=[N:25]1)=[O:14].